Dataset: Reaction yield outcomes from USPTO patents with 853,638 reactions. Task: Predict the reaction yield, written as a fraction of the theoretical maximum amount of product (1.0 means a 100% yield; for example, 0.34 means a 34% yield). (1) The reactants are Cl.[CH3:2][CH:3]1[O:8][CH2:7][CH2:6][NH:5][CH2:4]1.[C:9]([N:11]=[C:12](SC)[S:13][CH3:14])#[N:10].C(=O)([O-])[O-].[Na+].[Na+]. The catalyst is C(O)C. The product is [C:9]([N:11]=[C:12]([N:5]1[CH2:6][CH2:7][O:8][CH:3]([CH3:2])[CH2:4]1)[S:13][CH3:14])#[N:10]. The yield is 0.630. (2) The reactants are [CH3:1][O:2][C:3]1[CH:8]=[C:7](F)[C:6]([Cl:10])=[CH:5][C:4]=1[N+:11]([O-:13])=[O:12].C([O-])([O-])=O.[K+].[K+].[N:20]1([CH:26]2[CH2:31][CH2:30][NH:29][CH2:28][CH2:27]2)[CH2:25][CH2:24][CH2:23][CH2:22][CH2:21]1.O. The catalyst is CS(C)=O. The product is [Cl:10][C:6]1[CH:5]=[C:4]([N+:11]([O-:13])=[O:12])[C:3]([O:2][CH3:1])=[CH:8][C:7]=1[N:29]1[CH2:30][CH2:31][CH:26]([N:20]2[CH2:25][CH2:24][CH2:23][CH2:22][CH2:21]2)[CH2:27][CH2:28]1. The yield is 0.710. (3) The reactants are [OH:1][CH2:2][CH2:3][CH2:4][CH2:5][CH2:6][CH2:7][CH2:8][CH2:9][CH2:10][CH2:11][N:12]1[C:20](=[O:21])[CH:19]2[CH:14](C3OC2C=C3)[C:13]1=[O:23]. The catalyst is C1(C)C=CC=CC=1. The product is [OH:1][CH2:2][CH2:3][CH2:4][CH2:5][CH2:6][CH2:7][CH2:8][CH2:9][CH2:10][CH2:11][N:12]1[C:20](=[O:21])[CH:19]=[CH:14][C:13]1=[O:23]. The yield is 0.970. (4) The reactants are O[C:2]1[CH:9]=[C:8]([OH:10])[CH:7]=[C:6]([OH:11])[C:3]=1[CH:4]=[O:5].BrCC[CH2:15][CH2:16][CH2:17][CH2:18][CH2:19][CH2:20][CH2:21][CH2:22][CH2:23][CH3:24].[C:25]([O-:28])([O-])=O.[K+].[K+].C(Cl)(Cl)Cl. The catalyst is CN(C=O)C. The product is [CH2:15]([O:11][C:6]1[CH:7]=[C:8]([O:10][CH2:24][CH2:23][CH2:22][CH2:21][CH2:20][CH2:19][CH2:18][CH2:17][CH2:16][CH3:15])[CH:9]=[C:2]([O:28][CH2:25][CH2:15][CH2:16][CH2:17][CH2:18][CH2:19][CH2:20][CH2:21][CH2:22][CH3:23])[C:3]=1[CH:4]=[O:5])[CH2:16][CH2:17][CH2:18][CH2:19][CH2:20][CH2:21][CH2:22][CH2:23][CH3:24]. The yield is 0.480. (5) The catalyst is C(OCC)(=O)C.C1C=CC([P]([Pd]([P](C2C=CC=CC=2)(C2C=CC=CC=2)C2C=CC=CC=2)([P](C2C=CC=CC=2)(C2C=CC=CC=2)C2C=CC=CC=2)[P](C2C=CC=CC=2)(C2C=CC=CC=2)C2C=CC=CC=2)(C2C=CC=CC=2)C2C=CC=CC=2)=CC=1.COCCOC. The reactants are CC1(CS(C2C=CC([C:19]3[CH:24]=[CH:23][C:22]([C:25]#[N:26])=CC=3)=CC=2)(=O)=O)C(=O)NC(=O)N1.[C:27]([O:31][C:32]([N:34]1[CH2:39][CH2:38][N:37]([C:40]2[CH:45]=[CH:44][C:43](I)=[CH:42][CH:41]=2)[CH2:36][CH2:35]1)=[O:33])([CH3:30])([CH3:29])[CH3:28].N1C=CC=C(B(O)O)C=1.C(=O)([O-])O.[Na+].[I-]. The yield is 0.320. The product is [C:27]([O:31][C:32]([N:34]1[CH2:39][CH2:38][N:37]([C:40]2[CH:45]=[CH:44][C:43]([C:24]3[CH:19]=[N:26][CH:25]=[CH:22][CH:23]=3)=[CH:42][CH:41]=2)[CH2:36][CH2:35]1)=[O:33])([CH3:30])([CH3:29])[CH3:28].